This data is from Catalyst prediction with 721,799 reactions and 888 catalyst types from USPTO. The task is: Predict which catalyst facilitates the given reaction. Reactant: [CH:1]1([CH2:4][C:5]([OH:7])=[O:6])[CH2:3][CH2:2]1.S(Cl)(Cl)=O.[BrH:12].[CH3:13][CH2:14]O. Product: [Br:12][CH:4]([CH:1]1[CH2:3][CH2:2]1)[C:5]([O:7][CH2:13][CH3:14])=[O:6]. The catalyst class is: 26.